From a dataset of Reaction yield outcomes from USPTO patents with 853,638 reactions. Predict the reaction yield, written as a fraction of the theoretical maximum amount of product (1.0 means a 100% yield; for example, 0.34 means a 34% yield). (1) The reactants are [OH:1][C:2]1[CH:16]=[CH:15][CH:14]=[CH:13][C:3]=1[C:4]([C:6]1[CH:11]=[CH:10][CH:9]=[CH:8][C:7]=1[OH:12])=[O:5].CN(C1C=CC=CN=1)C.N1C(C)=CC=CC=1C.[F:34][C:35]([F:48])([F:47])[S:36](O[S:36]([C:35]([F:48])([F:47])[F:34])(=[O:38])=[O:37])(=[O:38])=[O:37]. The catalyst is C(Cl)Cl. The product is [F:34][C:35]([F:48])([F:47])[S:36]([O:1][C:2]1[CH:16]=[CH:15][CH:14]=[CH:13][C:3]=1[C:4]([C:6]1[CH:11]=[CH:10][CH:9]=[CH:8][C:7]=1[O:12][S:36]([C:35]([F:34])([F:47])[F:48])(=[O:37])=[O:38])=[O:5])(=[O:38])=[O:37]. The yield is 0.750. (2) The reactants are [CH3:1][C:2]1[CH:7]=[CH:6][N:5]=[CH:4][C:3]=1[NH2:8].[CH3:9][C:10]([O:13][C:14](O[C:14]([O:13][C:10]([CH3:12])([CH3:11])[CH3:9])=[O:15])=[O:15])([CH3:12])[CH3:11]. The catalyst is C1COCC1. The product is [CH3:1][C:2]1[CH:7]=[CH:6][N:5]=[CH:4][C:3]=1[NH:8][C:14](=[O:15])[O:13][C:10]([CH3:12])([CH3:11])[CH3:9]. The yield is 0.100. (3) The reactants are [NH2:1][C:2]1[N:7]=[C:6]([C:8]2[CH:15]=[CH:14][C:11]([C:12]#[N:13])=[C:10](F)[CH:9]=2)[CH:5]=[C:4]([NH:17][C:18]2[CH:23]=[CH:22][CH:21]=[CH:20][CH:19]=2)[N:3]=1.O.[NH2:25][NH2:26].CCOC(C)=O.CCCCCC. The catalyst is CCO. The product is [NH2:13][C:12]1[C:11]2[C:10](=[CH:9][C:8]([C:6]3[N:7]=[C:2]([NH2:1])[N:3]=[C:4]([NH:17][C:18]4[CH:23]=[CH:22][CH:21]=[CH:20][CH:19]=4)[CH:5]=3)=[CH:15][CH:14]=2)[NH:26][N:25]=1. The yield is 0.260. (4) The reactants are [CH3:1][O:2][C:3]1[CH:4]=[C:5]2[C:10](=[CH:11][CH:12]=1)[N:9]=[C:8]([C:13]1[CH:14]=[N:15][CH:16]=[CH:17][CH:18]=1)[N:7]=[C:6]2[N:19]1[C:27]2[C:22](=[CH:23][C:24]([NH2:28])=[CH:25][CH:26]=2)[CH2:21][CH2:20]1.N1C=CC=CC=1.[CH3:35][CH:36]([CH3:41])[CH2:37][C:38](Cl)=[O:39]. The catalyst is C(Cl)Cl.O. The product is [CH3:1][O:2][C:3]1[CH:4]=[C:5]2[C:10](=[CH:11][CH:12]=1)[N:9]=[C:8]([C:13]1[CH:14]=[N:15][CH:16]=[CH:17][CH:18]=1)[N:7]=[C:6]2[N:19]1[C:27]2[C:22](=[CH:23][C:24]([NH:28][C:38](=[O:39])[CH2:37][CH:36]([CH3:41])[CH3:35])=[CH:25][CH:26]=2)[CH2:21][CH2:20]1. The yield is 0.733. (5) The reactants are [CH2:1]([C:5]1[N:6]=[C:7]([CH2:27][OH:28])[NH:8][C:9](=[O:26])[C:10]=1[CH2:11][C:12]1[CH:17]=[CH:16][C:15]([C:18]2[C:19]([C:24]#[N:25])=[CH:20][CH:21]=[CH:22][CH:23]=2)=[CH:14][CH:13]=1)[CH2:2][CH2:3][CH3:4].C(=O)([O-])[O-].[Cs+].[Cs+].Br.Br[CH2:37][C:38]1[CH:43]=[CH:42][CH:41]=[CH:40][N:39]=1.CN(C)C=O. The catalyst is C(OCC)(=O)C. The product is [CH2:1]([C:5]1[N:6]=[C:7]([CH2:27][OH:28])[N:8]([CH2:37][C:38]2[CH:43]=[CH:42][CH:41]=[CH:40][N:39]=2)[C:9](=[O:26])[C:10]=1[CH2:11][C:12]1[CH:17]=[CH:16][C:15]([C:18]2[C:19]([C:24]#[N:25])=[CH:20][CH:21]=[CH:22][CH:23]=2)=[CH:14][CH:13]=1)[CH2:2][CH2:3][CH3:4]. The yield is 0.500.